This data is from Experimentally validated miRNA-target interactions with 360,000+ pairs, plus equal number of negative samples. The task is: Binary Classification. Given a miRNA mature sequence and a target amino acid sequence, predict their likelihood of interaction. (1) The miRNA is hsa-miR-106a-5p with sequence AAAAGUGCUUACAGUGCAGGUAG. The protein sequence of the target gene is MAGNSILLAAVSILSACQQSYFALQVGKARLKYKVTPPAVTGSPEFERVFRAQQNCVEFYPIFIITLWMAGWYFNQVFATCLGLVYIYGRHLYFWGYSEAAKKRITGFRLSLGILALLTLLGALGIANSFLDEYLDLNIAKKLRRQF. Result: 1 (interaction). (2) The miRNA is mmu-miR-6964-3p with sequence UUUCUUGUCUUCCACUCUAG. The protein sequence of the target gene is MTLRRRGEKATISIQEHMAIDVCPGPIRPIKQISDYFPRFPRGLPPTAAPRAPAPPDAPARSPAASASPRSPSDGARDDDEDVDQLFGAYGASPGPSPGPSPARPPAKPPEDEPDVDGYESDDCTALGTLDFSLLYDQENNALHCTISKAKGLKPMDHNGLADPYVKLHLLPGASKANKLRTKTLRNTLNPSWNETLTYYGITDEDMVRKTLRISVCDEDKFRHNEFIGETRVPLKKLKPNHTKTFSICLEKQLPVDKAEDKSLEERGRILISLKYSSQKQGLLVGIVRCAHLAAMDANG.... Result: 0 (no interaction).